From a dataset of TCR-epitope binding with 47,182 pairs between 192 epitopes and 23,139 TCRs. Binary Classification. Given a T-cell receptor sequence (or CDR3 region) and an epitope sequence, predict whether binding occurs between them. (1) The epitope is YLQPRTFLL. The TCR CDR3 sequence is CAPGDLNTGELFF. Result: 1 (the TCR binds to the epitope). (2) The epitope is KLPDDFTGCV. The TCR CDR3 sequence is CASSLDLRSSYNSPLHF. Result: 1 (the TCR binds to the epitope).